From a dataset of Full USPTO retrosynthesis dataset with 1.9M reactions from patents (1976-2016). Predict the reactants needed to synthesize the given product. Given the product [F:16][C:2]([F:1])([C:12]([F:13])([F:14])[F:15])[C@@H:3]([C:5]1[CH:10]=[CH:9][C:8]([F:11])=[CH:7][CH:6]=1)[OH:4], predict the reactants needed to synthesize it. The reactants are: [F:1][C:2]([F:16])([C:12]([F:15])([F:14])[F:13])[C:3]([C:5]1[CH:10]=[CH:9][C:8]([F:11])=[CH:7][CH:6]=1)=[O:4].[B]1OC2C(=CC=CC=2)O1.Cl.S(S([O-])=O)([O-])(=O)=O.[Na+].[Na+].